From a dataset of Forward reaction prediction with 1.9M reactions from USPTO patents (1976-2016). Predict the product of the given reaction. Given the reactants [O:1]=[C:2]([N:33]1[CH2:37][CH2:36][CH2:35][CH2:34]1)[CH2:3][O:4][C@@H:5]1[CH2:10][N:9]([C:11]([O:13][CH3:14])=[O:12])[C@H:8]([C:15]([N:17]2[CH2:22][CH2:21][N:20]([C:23]3[CH:28]=[CH:27][CH:26]=[CH:25][CH:24]=3)[CH2:19][CH2:18]2)=[O:16])[C@@H:7]([C:29](OC)=[O:30])[CH2:6]1.[OH:38][NH2:39].C[O-].[Na+].Cl, predict the reaction product. The product is: [OH:38][NH:39][C:29]([C@H:7]1[CH2:6][C@H:5]([O:4][CH2:3][C:2](=[O:1])[N:33]2[CH2:37][CH2:36][CH2:35][CH2:34]2)[CH2:10][N:9]([C:11]([O:13][CH3:14])=[O:12])[C@@H:8]1[C:15]([N:17]1[CH2:18][CH2:19][N:20]([C:23]2[CH:24]=[CH:25][CH:26]=[CH:27][CH:28]=2)[CH2:21][CH2:22]1)=[O:16])=[O:30].